From a dataset of Full USPTO retrosynthesis dataset with 1.9M reactions from patents (1976-2016). Predict the reactants needed to synthesize the given product. (1) Given the product [NH2:3][C:4]12[CH2:11][CH2:10][C:7]([NH2:12])([CH2:8][CH2:9]1)[CH2:6][CH2:5]2, predict the reactants needed to synthesize it. The reactants are: Cl.Cl.[NH2:3][C:4]12[CH2:11][CH2:10][C:7]([NH2:12])([CH2:8][CH2:9]1)[CH2:6][CH2:5]2. (2) Given the product [ClH:3].[ClH:3].[NH2:18][C:17]1[N:16]([C:8]2[CH:7]=[N:6][C:15]3[C:10]([CH:9]=2)=[CH:11][CH:12]=[CH:13][CH:14]=3)[C:32]([CH3:34])([CH3:31])[N:21]=[C:20]([NH:22][CH2:23][CH2:24][CH2:25][CH2:26][CH2:27][CH2:28][CH2:29][CH3:30])[N:19]=1, predict the reactants needed to synthesize it. The reactants are: CO.[ClH:3].Cl.Cl.[N:6]1[C:15]2[C:10](=[CH:11][CH:12]=[CH:13][CH:14]=2)[CH:9]=[C:8]([NH:16][C:17]([NH:19][C:20]([NH:22][CH2:23][CH2:24][CH2:25][CH2:26][CH2:27][CH2:28][CH2:29][CH3:30])=[NH:21])=[NH:18])[CH:7]=1.[CH3:31][C:32]([CH3:34])=O. (3) Given the product [Br:24][C:21]1[CH:20]=[CH:19][C:18]([S:15]([N:12]2[CH2:11][CH2:10][C:9]([NH:5][C:6](=[O:8])[O:7][C:37]([CH3:38])([CH3:36])[CH3:32])([CH:25]=[O:26])[CH2:14][CH2:13]2)(=[O:16])=[O:17])=[CH:23][CH:22]=1, predict the reactants needed to synthesize it. The reactants are: CC([N:5]([C:9]1([CH2:25][OH:26])[CH2:14][CH2:13][N:12]([S:15]([C:18]2[CH:23]=[CH:22][C:21]([Br:24])=[CH:20][CH:19]=2)(=[O:17])=[O:16])[CH2:11][CH2:10]1)[C:6](=[O:8])[O-:7])(C)C.CC(OI1(OC(C)=O)(OC(C)=O)O[C:38](=O)[C:37]2[CH:36]=CC=C[C:32]1=2)=O. (4) Given the product [CH3:13][C:14]1[CH:15]=[C:16]([CH:20]=[CH:21][C:22]=1[C:23]1[CH:28]=[CH:27][N:26]=[CH:25][CH:24]=1)[C:17]([NH:1][C:2]1[CH:11]=[C:10]2[C:5]([CH:6]=[CH:7][C:8]([CH3:12])=[N:9]2)=[CH:4][CH:3]=1)=[O:18], predict the reactants needed to synthesize it. The reactants are: [NH2:1][C:2]1[CH:11]=[C:10]2[C:5]([CH:6]=[CH:7][C:8]([CH3:12])=[N:9]2)=[CH:4][CH:3]=1.[CH3:13][C:14]1[CH:15]=[C:16]([CH:20]=[CH:21][C:22]=1[C:23]1[CH:28]=[CH:27][N:26]=[CH:25][CH:24]=1)[C:17](O)=[O:18]. (5) Given the product [NH2:10][CH2:11][C:12]1[S:13][CH:14]=[C:15]([C:17]2[CH:18]=[C:19]3[C:23](=[CH:24][CH:25]=2)[N:22]([CH3:26])[C:21]2[N:27]([CH3:40])[C:28](=[O:39])[C:29]([C:31]4[CH:36]=[CH:35][C:34]([Cl:37])=[CH:33][C:32]=4[Cl:38])=[CH:30][C:20]3=2)[N:16]=1, predict the reactants needed to synthesize it. The reactants are: C(OC(=O)[NH:10][CH2:11][C:12]1[S:13][CH:14]=[C:15]([C:17]2[CH:18]=[C:19]3[C:23](=[CH:24][CH:25]=2)[N:22]([CH3:26])[C:21]2[N:27]([CH3:40])[C:28](=[O:39])[C:29]([C:31]4[CH:36]=[CH:35][C:34]([Cl:37])=[CH:33][C:32]=4[Cl:38])=[CH:30][C:20]3=2)[N:16]=1)C1C=CC=CC=1.C1(SC)C=CC=CC=1.C([O-])([O-])=O.[K+].[K+]. (6) Given the product [C:13]([NH:12][CH2:11][CH:10]([O:20][S:29]([CH3:28])(=[O:31])=[O:30])[CH2:9][NH:8][C:1]([O:3][C:4]([CH3:7])([CH3:6])[CH3:5])=[O:2])([O:15][C:16]([CH3:19])([CH3:18])[CH3:17])=[O:14], predict the reactants needed to synthesize it. The reactants are: [C:1]([NH:8][CH2:9][CH:10]([OH:20])[CH2:11][NH:12][C:13]([O:15][C:16]([CH3:19])([CH3:18])[CH3:17])=[O:14])([O:3][C:4]([CH3:7])([CH3:6])[CH3:5])=[O:2].C(N(CC)CC)C.[CH3:28][S:29](Cl)(=[O:31])=[O:30].O. (7) Given the product [CH3:21][O:20][C:17](=[O:19])[C:18]([NH:14][C:9]([O:8][CH2:1][C:2]1[CH:5]=[CH:12][CH:11]=[CH:10][CH:3]=1)=[O:23])=[CH:15][C:12]1[CH:13]=[N:14][C:9]([O:8][CH3:7])=[CH:10][CH:11]=1, predict the reactants needed to synthesize it. The reactants are: [CH3:1][C:2]([CH3:5])([O-])[CH3:3].[K+].[CH3:7][O:8][C:9]1[N:14]=[CH:13][C:12]([CH:15]=O)=[CH:11][CH:10]=1.[C:17]([O:20][CH2:21]C)(=[O:19])[CH3:18].[OH2:23].